This data is from Full USPTO retrosynthesis dataset with 1.9M reactions from patents (1976-2016). The task is: Predict the reactants needed to synthesize the given product. (1) Given the product [CH3:31][O:30][C:26]1[CH:25]=[C:24]([CH:29]=[CH:28][CH:27]=1)[CH2:23][N:1]1[CH2:2][CH2:3][C:4]2([O:11][C:10]3[C:12]4[C:17]([C:18](=[O:21])[C:19](=[O:20])[C:9]=3[S:8][CH2:7]2)=[CH:16][CH:15]=[CH:14][CH:13]=4)[CH2:5][CH2:6]1, predict the reactants needed to synthesize it. The reactants are: [NH:1]1[CH2:6][CH2:5][C:4]2([O:11][C:10]3[C:12]4[C:17]([C:18](=[O:21])[C:19](=[O:20])[C:9]=3[S:8][CH2:7]2)=[CH:16][CH:15]=[CH:14][CH:13]=4)[CH2:3][CH2:2]1.Br[CH2:23][C:24]1[CH:29]=[CH:28][CH:27]=[C:26]([O:30][CH3:31])[CH:25]=1. (2) Given the product [C:13]([OH:27])(=[O:26])[C:14]1[CH:15]=[C:16]([C:17]([OH:19])=[O:18])[CH:20]=[C:21]([C:22]([OH:24])=[O:23])[CH:25]=1.[Cu:8], predict the reactants needed to synthesize it. The reactants are: O.O.O.[N+]([O-])([O-])=O.[Cu+2:8].[N+]([O-])([O-])=O.[C:13]([OH:27])(=[O:26])[C:14]1[CH:25]=[C:21]([C:22]([OH:24])=[O:23])[CH:20]=[C:16]([C:17]([OH:19])=[O:18])[CH:15]=1.CN(C=O)C.C(O)C. (3) The reactants are: [CH3:1][C:2]([CH:4]=[O:5])=[O:3].O[CH2:7][C:8](=[O:10])[CH3:9].C(O)(=O)C.[OH2:15]. Given the product [OH:15][CH:7]([CH:4]([OH:5])[C:2](=[O:3])[CH3:1])[C:8](=[O:10])[CH3:9], predict the reactants needed to synthesize it. (4) Given the product [Cl:32][C:26]1[CH:27]=[C:28]([N+:29]([O-:31])=[O:30])[C:23]([O:15][CH2:14][C:13]([N:10]2[CH2:11][CH2:12][N:7]([CH2:6][C:5]3[CH:4]=[CH:3][C:2]([F:1])=[CH:19][CH:18]=3)[CH2:8][C@H:9]2[CH3:17])=[O:16])=[N:24][CH:25]=1, predict the reactants needed to synthesize it. The reactants are: [F:1][C:2]1[CH:19]=[CH:18][C:5]([CH2:6][N:7]2[CH2:12][CH2:11][N:10]([C:13](=[O:16])[CH2:14][OH:15])[C@H:9]([CH3:17])[CH2:8]2)=[CH:4][CH:3]=1.[H-].[Na+].Cl[C:23]1[C:28]([N+:29]([O-:31])=[O:30])=[CH:27][C:26]([Cl:32])=[CH:25][N:24]=1. (5) Given the product [O:12]1[C:16]2[CH:17]=[CH:18][C:19]([C:21]([CH3:25])([CH3:24])[CH:22]=[O:23])=[CH:20][C:15]=2[O:14][CH2:13]1, predict the reactants needed to synthesize it. The reactants are: [Cr](Cl)([O-])(=O)=O.[NH+]1C=CC=CC=1.[O:12]1[C:16]2[CH:17]=[CH:18][C:19]([C:21]([CH3:25])([CH3:24])[CH2:22][OH:23])=[CH:20][C:15]=2[O:14][CH2:13]1. (6) Given the product [NH2:25][C:5]1[CH:4]=[N:3][N:2]([CH3:1])[C:6]=1[C:7]1[CH:8]=[C:9]([C@@H:13]([NH:17][C:18](=[O:24])[O:19][C:20]([CH3:22])([CH3:21])[CH3:23])[CH2:14][CH:15]=[CH2:16])[CH:10]=[CH:11][CH:12]=1, predict the reactants needed to synthesize it. The reactants are: [CH3:1][N:2]1[C:6]([C:7]2[CH:8]=[C:9]([C@@H:13]([NH:17][C:18](=[O:24])[O:19][C:20]([CH3:23])([CH3:22])[CH3:21])[CH2:14][CH:15]=[CH2:16])[CH:10]=[CH:11][CH:12]=2)=[C:5]([N+:25]([O-])=O)[CH:4]=[N:3]1.O.[NH4+].[Cl-]. (7) Given the product [Cl:2][C:3]1[CH:8]=[CH:7][C:6]([C:9]2[CH2:14][CH2:13][N:12]([S:39]([C:37]3[CH:36]=[CH:35][C:33]4[O:34][C:30]([C:24]5[CH:25]=[CH:26][CH:27]=[CH:28][CH:29]=5)([C:43]5[CH:44]=[CH:45][CH:46]=[CH:47][CH:48]=5)[O:31][C:32]=4[CH:38]=3)(=[O:40])=[O:41])[CH2:11][CH:10]=2)=[CH:5][CH:4]=1, predict the reactants needed to synthesize it. The reactants are: Cl.[Cl:2][C:3]1[CH:8]=[CH:7][C:6]([CH:9]2[CH:14]=[CH:13][NH:12][CH2:11][CH2:10]2)=[CH:5][CH:4]=1.C(N(C(C)C)C(C)C)C.[C:24]1([C:30]2([C:43]3[CH:48]=[CH:47][CH:46]=[CH:45][CH:44]=3)[O:34][C:33]3[CH:35]=[CH:36][C:37]([S:39](Cl)(=[O:41])=[O:40])=[CH:38][C:32]=3[O:31]2)[CH:29]=[CH:28][CH:27]=[CH:26][CH:25]=1.Cl.